The task is: Predict the product of the given reaction.. This data is from Forward reaction prediction with 1.9M reactions from USPTO patents (1976-2016). (1) Given the reactants [CH3:1][O:2][C:3]1[CH:4]=[C:5]([CH2:20][C:21]([OH:23])=O)[CH:6]=[CH:7][C:8]=1[NH:9][C:10]([NH:12][C:13]1[CH:18]=[CH:17][CH:16]=[CH:15][C:14]=1[CH3:19])=[O:11].[CH2:24]([O:26][C:27]([CH:29]1[CH:33]([C:34]2[CH:39]=[CH:38][C:37]([NH2:40])=[CH:36][CH:35]=2)[CH2:32][N:31]([C:41](=[O:48])[C:42]2[CH:47]=[CH:46][CH:45]=[CH:44][CH:43]=2)[CH2:30]1)=[O:28])[CH3:25].C(N(CC)CC)C.CN(C1C=CC=CN=1)C, predict the reaction product. The product is: [CH2:24]([O:26][C:27]([CH:29]1[CH:33]([C:34]2[CH:39]=[CH:38][C:37]([NH:40][C:21](=[O:23])[CH2:20][C:5]3[CH:6]=[CH:7][C:8]([NH:9][C:10]([NH:12][C:13]4[CH:18]=[CH:17][CH:16]=[CH:15][C:14]=4[CH3:19])=[O:11])=[C:3]([O:2][CH3:1])[CH:4]=3)=[CH:36][CH:35]=2)[CH2:32][N:31]([C:41](=[O:48])[C:42]2[CH:43]=[CH:44][CH:45]=[CH:46][CH:47]=2)[CH2:30]1)=[O:28])[CH3:25]. (2) Given the reactants [C:1]1([CH:8]=[CH:7][CH:6]=[C:4]([OH:5])[CH:3]=1)[OH:2].[Br:9][CH2:10][CH2:11][C:12](O)=[O:13].FC(F)(F)S(O)(=O)=O, predict the reaction product. The product is: [Br:9][CH2:10][CH2:11][C:12]([C:6]1[CH:7]=[CH:8][C:1]([OH:2])=[CH:3][C:4]=1[OH:5])=[O:13]. (3) Given the reactants I[C:2]1[S:6][C:5]([C:7]([O:9][CH3:10])=[O:8])=[C:4]([N:11]([C:15]([C@H:17]2[CH2:22][CH2:21][C@H:20]([CH3:23])[CH2:19][CH2:18]2)=[O:16])[CH:12]([CH3:14])[CH3:13])[CH:3]=1.C(=O)([O-])[O-].[Na+].[Na+].[CH3:30][N:31]([CH:33]=O)[CH3:32], predict the reaction product. The product is: [N:11]1[C:15]([C:17]2[CH:22]=[CH:21][C:20]([C:2]3[S:6][C:5]([C:7]([O:9][CH3:10])=[O:8])=[C:4]([N:11]([C:15]([C@H:17]4[CH2:22][CH2:21][C@H:20]([CH3:23])[CH2:19][CH2:18]4)=[O:16])[CH:12]([CH3:14])[CH3:13])[CH:3]=3)=[CH:19][CH:18]=2)=[CH:30][N:31]2[CH:33]=[CH:4][CH:3]=[CH:2][C:32]=12.